This data is from Reaction yield outcomes from USPTO patents with 853,638 reactions. The task is: Predict the reaction yield, written as a fraction of the theoretical maximum amount of product (1.0 means a 100% yield; for example, 0.34 means a 34% yield). (1) The reactants are [NH2:1][C@H:2]([CH2:22][C:23]1[CH:28]=[CH:27][C:26]([C:29]2[CH:34]=[CH:33][CH:32]=[CH:31][N:30]=2)=[CH:25][CH:24]=1)[CH2:3][C@H:4]([OH:21])[C@@H:5]([NH:13][C:14](=[O:20])[O:15][C:16]([CH3:19])([CH3:18])[CH3:17])[CH2:6][C:7]1[CH:12]=[CH:11][CH:10]=[CH:9][CH:8]=1.[CH3:35][O:36][C:37]([NH:39][C@@H:40]([C:44]([CH3:47])([CH3:46])[CH3:45])[C:41](O)=[O:42])=[O:38].CCOP(ON1N=NC2C=CC=CC=2C1=O)(OCC)=O.C(N(CC)C(C)C)(C)C. The catalyst is C1COCC1. The product is [CH2:6]([C@H:5]([NH:13][C:14](=[O:20])[O:15][C:16]([CH3:17])([CH3:18])[CH3:19])[C@H:4]([OH:21])[CH2:3][C@@H:2]([NH:1][C:41](=[O:42])[C@@H:40]([NH:39][C:37]([O:36][CH3:35])=[O:38])[C:44]([CH3:47])([CH3:46])[CH3:45])[CH2:22][C:23]1[CH:28]=[CH:27][C:26]([C:29]2[CH:34]=[CH:33][CH:32]=[CH:31][N:30]=2)=[CH:25][CH:24]=1)[C:7]1[CH:8]=[CH:9][CH:10]=[CH:11][CH:12]=1. The yield is 0.480. (2) The reactants are [NH2:1][CH2:2][CH2:3][C:4]1[N:5]([CH:27]([C:34]2[CH:39]=[CH:38][CH:37]=[CH:36][CH:35]=2)[C:28]2[CH:33]=[CH:32][CH:31]=[CH:30][CH:29]=2)[C:6]2[C:11]([C:12]=1[CH2:13][CH2:14][O:15][C:16]1[CH:25]=[CH:24][C:19]([C:20]([O:22]C)=[O:21])=[CH:18][CH:17]=1)=[CH:10][C:9]([Cl:26])=[CH:8][CH:7]=2.C([O-])(O)=O.[Na+].[C:45]1([CH2:51][S:52](Cl)(=[O:54])=[O:53])[CH:50]=[CH:49][CH:48]=[CH:47][CH:46]=1. The catalyst is C(Cl)Cl. The product is [CH:27]([N:5]1[C:6]2[C:11](=[CH:10][C:9]([Cl:26])=[CH:8][CH:7]=2)[C:12]([CH2:13][CH2:14][O:15][C:16]2[CH:17]=[CH:18][C:19]([C:20]([OH:22])=[O:21])=[CH:24][CH:25]=2)=[C:4]1[CH2:3][CH2:2][NH:1][S:52]([CH2:51][C:45]1[CH:50]=[CH:49][CH:48]=[CH:47][CH:46]=1)(=[O:54])=[O:53])([C:34]1[CH:35]=[CH:36][CH:37]=[CH:38][CH:39]=1)[C:28]1[CH:29]=[CH:30][CH:31]=[CH:32][CH:33]=1. The yield is 0.860.